From a dataset of Forward reaction prediction with 1.9M reactions from USPTO patents (1976-2016). Predict the product of the given reaction. (1) Given the reactants Br[C:2]1[C:18]([F:19])=[CH:17][C:5]2[O:6][CH2:7][CH2:8][C:9]3[S:13][C:12]([C:14]([NH2:16])=[O:15])=[N:11][C:10]=3[C:4]=2[CH:3]=1.[C:20]([C:22]1([OH:29])[CH2:26][CH2:25][N:24]([CH3:27])[C:23]1=[O:28])#[CH:21], predict the reaction product. The product is: [F:19][C:18]1[C:2]([C:21]#[C:20][C:22]2([OH:29])[CH2:26][CH2:25][N:24]([CH3:27])[C:23]2=[O:28])=[CH:3][C:4]2[C:10]3[N:11]=[C:12]([C:14]([NH2:16])=[O:15])[S:13][C:9]=3[CH2:8][CH2:7][O:6][C:5]=2[CH:17]=1. (2) The product is: [C:1]([C:3]1[S:7][C:6]([NH:8][C:9](=[O:16])[CH2:10][CH2:11][C:12]([OH:14])=[O:13])=[N:5][CH:4]=1)#[N:2]. Given the reactants [C:1]([C:3]1[S:7][C:6]([NH:8][C:9](=[O:16])[CH2:10][CH2:11][C:12]([O:14]C)=[O:13])=[N:5][CH:4]=1)#[N:2].O.[OH-].[Li+].ClCCl.Cl, predict the reaction product. (3) Given the reactants [O:1]=[C:2]1[C:7]([C:8]([OH:10])=O)=[CH:6][CH:5]=[CH:4][N:3]1[C:11]1[CH:16]=[CH:15][CH:14]=[CH:13][CH:12]=1.C1C=CC2N(O)N=NC=2C=1.CCN=C=NCCCN(C)C.Cl.C(OC1C=[CH:51][C:50]([NH:53][C:54]2[N:59]=CN=[C:56]([O:60][C:61]3[CH:66]=[CH:65][C:64]([NH:67]C(=O)CC(NC4C=CC(F)=CC=4)=O)=[CH:63][C:62]=3[F:81])[CH:55]=2)=CC=1)C1C=CC=CC=1, predict the reaction product. The product is: [NH2:59][C:54]1[CH:55]=[C:56]([O:60][C:61]2[CH:66]=[CH:65][C:64]([NH:67][C:8]([C:7]3[C:2](=[O:1])[N:3]([C:11]4[CH:16]=[CH:15][CH:14]=[CH:13][CH:12]=4)[CH:4]=[CH:5][CH:6]=3)=[O:10])=[CH:63][C:62]=2[F:81])[CH:51]=[CH:50][N:53]=1. (4) Given the reactants C[C:2](C)([C:7]1[CH:12]=[CH:11][CH:10]=[CH:9][CH:8]=1)[CH2:3][C:4](O)=[O:5].C(Cl)(=O)C(C)(C)C.C1(C(C2C=CC=CC=2)C2C=CC=CC=2)C=CC=CC=1.C([Li])CCC.[O:45]1CC[NH:47][C:46]1=O, predict the reaction product. The product is: [CH2:2]([C@H:3]1[CH2:4][O:5][C:46](=[O:45])[NH:47]1)[C:7]1[CH:12]=[CH:11][CH:10]=[CH:9][CH:8]=1. (5) Given the reactants Cl[CH2:2][CH2:3][CH2:4][O:5][C:6]1[CH:14]=[CH:13][C:9]([C:10]([NH2:12])=[O:11])=[CH:8][CH:7]=1.[C@@H:15]12[CH2:20][C@@H:19]1[CH2:18][CH2:17][NH:16]2.[I-].[Na+], predict the reaction product. The product is: [C@@H:15]12[CH2:20][C@@H:19]1[CH2:18][CH2:17][N:16]2[CH2:2][CH2:3][CH2:4][O:5][C:6]1[CH:14]=[CH:13][C:9]([C:10]([NH2:12])=[O:11])=[CH:8][CH:7]=1. (6) Given the reactants Cl[C:2]1[CH:7]=[CH:6][CH:5]=[C:4]([C:8]([F:11])([F:10])[F:9])[N:3]=1.[K+].[CH2:13]([B-](F)(F)F)[CH3:14].C12(P(C34CC5CC(CC(C5)C3)C4)CCCC)CC3CC(CC(C3)C1)C2.C(=O)([O-])[O-].[Cs+].[Cs+], predict the reaction product. The product is: [CH2:13]([C:2]1[CH:7]=[CH:6][CH:5]=[C:4]([C:8]([F:11])([F:10])[F:9])[N:3]=1)[CH3:14]. (7) Given the reactants [CH2:1]([C:4]1[C:5]([C:9]([O:11][CH3:12])=[O:10])=[CH:6][NH:7][CH:8]=1)[CH2:2][CH3:3].[Br:13]N1C(=O)CCC1=O, predict the reaction product. The product is: [Br:13][C:8]1[NH:7][CH:6]=[C:5]([C:9]([O:11][CH3:12])=[O:10])[C:4]=1[CH2:1][CH2:2][CH3:3]. (8) Given the reactants C(O[C:6]([N:8]1[CH2:12][C:11](=[N:13][O:14][CH3:15])[CH2:10][C@H:9]1[C:16]([OH:18])=O)=[O:7])(C)(C)C.[CH3:19][C:20]1[CH:25]=[CH:24][CH:23]=[CH:22][C:21]=1[C:26]1[CH:31]=[CH:30][C:29](C(O)=O)=[CH:28][CH:27]=1.[NH2:35][CH2:36][CH:37]([C:39]1[CH:40]=[C:41]([OH:45])[CH:42]=[CH:43][CH:44]=1)[OH:38], predict the reaction product. The product is: [OH:38][CH:37]([C:39]1[CH:44]=[CH:43][CH:42]=[C:41]([OH:45])[CH:40]=1)[CH2:36][NH:35][C:16]([C@@H:9]1[CH2:10][C:11](=[N:13][O:14][CH3:15])[CH2:12][N:8]1[C:6]([C:29]1[CH:28]=[CH:27][C:26]([C:21]2[CH:22]=[CH:23][CH:24]=[CH:25][C:20]=2[CH3:19])=[CH:31][CH:30]=1)=[O:7])=[O:18]. (9) Given the reactants C1(C2C=CC=CC=2)C=CC=C(NC(=O)CCCCCN[C:15](=O)[CH2:16][S:17][CH2:18][C:19]([O:21]C)=[O:20])C=1.SCC(O)=O.SC[C:38]([O:40][CH3:41])=[O:39], predict the reaction product. The product is: [CH3:41][O:40][C:38](=[O:39])[CH2:15][CH2:16][S:17][CH2:18][C:19]([OH:21])=[O:20]. (10) Given the reactants [Cl:1][C:2]1[CH:3]=[C:4]([CH:19]=[CH:20][CH:21]=1)[NH:5][C:6]1[N:11]=[C:10]([C:12]2[N:16](C)[C:15](C)=[N:14][CH:13]=2)[CH:9]=[CH:8][N:7]=1, predict the reaction product. The product is: [Cl:1][C:2]1[CH:3]=[C:4]([CH:19]=[CH:20][CH:21]=1)[NH:5][C:6]1[N:11]=[C:10]([C:12]2[NH:16][CH:15]=[N:14][CH:13]=2)[CH:9]=[CH:8][N:7]=1.